From a dataset of Catalyst prediction with 721,799 reactions and 888 catalyst types from USPTO. Predict which catalyst facilitates the given reaction. (1) Reactant: [C:1]([O:5][C:6]([NH:8][CH2:9][C:10]1[CH:18]=[CH:17][C:13]([C:14](O)=[O:15])=[CH:12][CH:11]=1)=[O:7])([CH3:4])([CH3:3])[CH3:2].O. Product: [C:1]([O:5][C:6](=[O:7])[NH:8][CH2:9][C:10]1[CH:11]=[CH:12][C:13]([CH2:14][OH:15])=[CH:17][CH:18]=1)([CH3:4])([CH3:2])[CH3:3]. The catalyst class is: 523. (2) Reactant: Br[C:2]1[C:11]2[C:6](=[CH:7][C:8]([O:14][CH3:15])=[C:9]([O:12][CH3:13])[CH:10]=2)[N:5]=[N:4][CH:3]=1.[F:16][C:17]1[N:22]=[CH:21][C:20](B(O)O)=[CH:19][CH:18]=1.C(=O)([O-])[O-].[Cs+].[Cs+]. Product: [F:16][C:17]1[N:22]=[CH:21][C:20]([C:2]2[C:11]3[C:6](=[CH:7][C:8]([O:14][CH3:15])=[C:9]([O:12][CH3:13])[CH:10]=3)[N:5]=[N:4][CH:3]=2)=[CH:19][CH:18]=1. The catalyst class is: 108. (3) Reactant: [Br:1][C:2]1[C:10]2[S:9][C:8]([NH2:11])=[N:7][C:6]=2[CH:5]=[CH:4][CH:3]=1.[C:12](OC(=O)C)(=[O:14])[CH3:13]. Product: [Br:1][C:2]1[C:10]2[S:9][C:8]([NH:11][C:12](=[O:14])[CH3:13])=[N:7][C:6]=2[CH:5]=[CH:4][CH:3]=1. The catalyst class is: 79. (4) Reactant: [N+:1]([C:4]1[CH:5]=[C:6]([CH:16]=[CH:17][CH:18]=1)[CH2:7][P:8](=[O:15])([O:12][CH2:13][CH3:14])[O:9][CH2:10][CH3:11])([O-])=O. Product: [NH2:1][C:4]1[CH:5]=[C:6]([CH:16]=[CH:17][CH:18]=1)[CH2:7][P:8](=[O:15])([O:9][CH2:10][CH3:11])[O:12][CH2:13][CH3:14]. The catalyst class is: 19. (5) Reactant: Br[C:2]1[C:7]([CH2:8][O:9][C:10]2[C:15]([CH:16]=[O:17])=[CH:14][C:13]([O:18][CH3:19])=[N:12][CH:11]=2)=[CH:6][CH:5]=[CH:4][N:3]=1.[CH3:20][N:21](C=O)C. Product: [CH:16]([C:15]1[CH:14]=[C:13]([O:18][CH3:19])[N:12]=[CH:11][C:10]=1[O:9][CH2:8][C:7]1[C:2]([C:20]#[N:21])=[N:3][CH:4]=[CH:5][CH:6]=1)=[O:17]. The catalyst class is: 73. (6) Reactant: [CH3:1][O:2][C:3](=[O:15])[C:4]1[CH:9]=[CH:8][C:7]([CH2:10]O)=[CH:6][C:5]=1[N+:12]([O-:14])=[O:13].[CH2:16]([N:18](CC)[CH2:19][CH3:20])[CH3:17].C1(C)C=CC(S(Cl)(=O)=O)=CC=1.N1CCCC1. Product: [CH3:1][O:2][C:3](=[O:15])[C:4]1[CH:9]=[CH:8][C:7]([CH2:10][N:18]2[CH2:19][CH2:20][CH2:17][CH2:16]2)=[CH:6][C:5]=1[N+:12]([O-:14])=[O:13]. The catalyst class is: 4. (7) Reactant: I[CH2:2][CH2:3][CH2:4][CH2:5][CH3:6].[CH2:7]([NH:14][C:15](=[O:37])[N:16]([C:18]1[CH:19]=[C:20]([C:24]2[CH:29]=[CH:28][C:27]([CH2:30][CH2:31][C:32]([O:34][CH3:35])=[O:33])=[CH:26][C:25]=2[OH:36])[CH:21]=[CH:22][CH:23]=1)[CH3:17])[CH2:8][CH2:9][CH2:10][CH2:11][CH2:12][CH3:13].C(=O)([O-])[O-].[K+].[K+]. Product: [CH2:7]([NH:14][C:15](=[O:37])[N:16]([C:18]1[CH:19]=[C:20]([C:24]2[CH:29]=[CH:28][C:27]([CH2:30][CH2:31][C:32]([O:34][CH3:35])=[O:33])=[CH:26][C:25]=2[O:36][CH2:2][CH2:3][CH2:4][CH2:5][CH3:6])[CH:21]=[CH:22][CH:23]=1)[CH3:17])[CH2:8][CH2:9][CH2:10][CH2:11][CH2:12][CH3:13]. The catalyst class is: 311. (8) Reactant: [CH3:1][O:2][C:3](=[O:25])[CH2:4][C:5]1[CH:6]=[C:7]([C:13]2[CH:18]=[CH:17][C:16]([C:19]([F:22])([F:21])[F:20])=[CH:15][C:14]=2[CH:23]=O)[C:8]([O:11][CH3:12])=[CH:9][CH:10]=1.CN.[C:28]([BH3-])#[N:29].[Na+].C([O-])(O)=O.[Na+]. Product: [CH3:1][O:2][C:3](=[O:25])[CH2:4][C:5]1[CH:6]=[C:7]([C:13]2[CH:18]=[CH:17][C:16]([C:19]([F:22])([F:21])[F:20])=[CH:15][C:14]=2[CH2:23][NH:29][CH3:28])[C:8]([O:11][CH3:12])=[CH:9][CH:10]=1. The catalyst class is: 322. (9) Reactant: ClC(Cl)(Cl)C[O:4][C:5](=O)[NH:6][C:7]1[N:8]([C:16]2[CH:21]=[CH:20][C:19]([CH3:22])=[CH:18][CH:17]=2)[N:9]=[C:10]([C:12]([CH3:15])([CH3:14])[CH3:13])[CH:11]=1.[C:26]([O:30][C:31]([N:33]1[CH2:38][CH2:37][CH:36]([CH2:39][C:40]2[N:44]3[CH:45]=[C:46]([O:49][C@H:50]4[C:59]5[C:54](=[CH:55][CH:56]=[CH:57][CH:58]=5)[C@@H:53]([NH2:60])[CH2:52][CH2:51]4)[CH:47]=[CH:48][C:43]3=[N:42][N:41]=2)[CH2:35][CH2:34]1)=[O:32])([CH3:29])([CH3:28])[CH3:27].CCN(C(C)C)C(C)C.CO. Product: [C:26]([O:30][C:31]([N:33]1[CH2:38][CH2:37][CH:36]([CH2:39][C:40]2[N:44]3[CH:45]=[C:46]([O:49][C@H:50]4[C:59]5[C:54](=[CH:55][CH:56]=[CH:57][CH:58]=5)[C@@H:53]([NH:60][C:5]([NH:6][C:7]5[N:8]([C:16]6[CH:21]=[CH:20][C:19]([CH3:22])=[CH:18][CH:17]=6)[N:9]=[C:10]([C:12]([CH3:15])([CH3:14])[CH3:13])[CH:11]=5)=[O:4])[CH2:52][CH2:51]4)[CH:47]=[CH:48][C:43]3=[N:42][N:41]=2)[CH2:35][CH2:34]1)=[O:32])([CH3:29])([CH3:27])[CH3:28]. The catalyst class is: 85. (10) Reactant: [CH3:1][N:2]1[C:10]2[C:5](=[CH:6][CH:7]=[C:8]([CH:11]=O)[CH:9]=2)[CH:4]=[CH:3]1.[CH3:13][NH2:14].[BH4-].[Na+].O. Product: [CH3:13][NH:14][CH2:11][C:8]1[CH:9]=[C:10]2[C:5]([CH:4]=[CH:3][N:2]2[CH3:1])=[CH:6][CH:7]=1. The catalyst class is: 5.